Dataset: Full USPTO retrosynthesis dataset with 1.9M reactions from patents (1976-2016). Task: Predict the reactants needed to synthesize the given product. (1) Given the product [O:17]=[C:18]1[NH:23][C:22]([C:24]([NH:97][CH2:96][C:92]2[CH:93]=[CH:94][CH:95]=[C:90]([O:89][CH2:88][CH2:87][O:86][C:83]3[N:84]=[CH:85][NH:81][N:82]=3)[CH:91]=2)=[O:26])=[N:21][C:20]2[S:29][CH:30]=[C:31]([C:32]3[CH:33]=[CH:34][N:35]=[CH:36][CH:37]=3)[C:19]1=2, predict the reactants needed to synthesize it. The reactants are: O=C1C2C(=CC=CC=2)N=C(C(OCC)=O)N1.[O:17]=[C:18]1[NH:23][C:22]([C:24]([O:26]CC)=O)=[N:21][C:20]2[S:29][CH:30]=[C:31]([C:32]3[CH:37]=[CH:36][N:35]=[CH:34][CH:33]=3)[C:19]1=2.C1(C(C2C=CC=CC=2)(C2C=CC=CC=2)N2C=NC(CCCOC3C=C(CN)C=CN=3)=N2)C=CC=CC=1.C1(C(C2C=CC=CC=2)(C2C=CC=CC=2)[N:81]2[CH:85]=[N:84][C:83]([O:86][CH2:87][CH2:88][O:89][C:90]3[CH:91]=[C:92]([CH2:96][NH2:97])[CH:93]=[CH:94][CH:95]=3)=[N:82]2)C=CC=CC=1. (2) Given the product [CH3:1][O:2][C:3](=[O:13])[C:4]1[C:5]([CH3:12])=[CH:6][C:7]([Br:11])=[CH:8][C:9]=1[CH2:10][Br:14], predict the reactants needed to synthesize it. The reactants are: [CH3:1][O:2][C:3](=[O:13])[C:4]1[C:9]([CH3:10])=[CH:8][C:7]([Br:11])=[CH:6][C:5]=1[CH3:12].[Br:14]NC(=O)CCC(N)=O.C(OOC(=O)C1C=CC=CC=1)(=O)C1C=CC=CC=1. (3) Given the product [Br:1][C:2]1[CH:3]=[C:4]([CH:9]=[CH:10][C:11]=1[O:12][CH:14]([CH3:16])[CH3:15])[C:5]([O:7][CH3:8])=[O:6], predict the reactants needed to synthesize it. The reactants are: [Br:1][C:2]1[CH:3]=[C:4]([CH:9]=[CH:10][C:11]=1[OH:12])[C:5]([O:7][CH3:8])=[O:6].I[CH:14]([CH3:16])[CH3:15].C(=O)([O-])[O-].[K+].[K+]. (4) The reactants are: FC(F)(F)S(O[C:7]1[CH:12]=[CH:11][CH:10]=[CH:9][C:8]=1[C:13]1[CH:18]=[CH:17][C:16](=[O:19])[N:15]([CH3:20])[N:14]=1)(=O)=O.[CH2:23](B1OC(C)(C)C(C)(C)O1)[C:24]1[CH:29]=[CH:28][CH:27]=[CH:26][CH:25]=1.[F-].[Cs+]. Given the product [CH2:23]([C:7]1[CH:12]=[CH:11][CH:10]=[CH:9][C:8]=1[C:13]1[CH:18]=[CH:17][C:16](=[O:19])[N:15]([CH3:20])[N:14]=1)[C:24]1[CH:29]=[CH:28][CH:27]=[CH:26][CH:25]=1, predict the reactants needed to synthesize it. (5) The reactants are: [OH:1][C:2]1[C:3]2[C:15]3[CH2:16][CH2:17][CH2:18][CH2:19][C:14]=3[S:13][C:4]=2[N:5]=[C:6]([CH2:8][CH2:9][C:10]([OH:12])=[O:11])[N:7]=1.S(=O)(=O)(O)O.[CH3:25]O. Given the product [CH3:25][O:11][C:10](=[O:12])[CH2:9][CH2:8][C:6]1[N:7]=[C:2]([OH:1])[C:3]2[C:15]3[CH2:16][CH2:17][CH2:18][CH2:19][C:14]=3[S:13][C:4]=2[N:5]=1, predict the reactants needed to synthesize it. (6) Given the product [CH3:1][O:2][C:3]1[CH:4]=[CH:5][CH:6]=[CH:7][C:8]=1[O:9][CH2:10][CH2:11][NH:12][CH2:13][CH:14]([OH:30])[CH2:15][O:16][C:17]1[CH:18]=[CH:19][CH:20]=[C:21]2[NH:29][C:28]3[CH:27]=[CH:26][CH:25]=[CH:24][C:23]=3[C:22]=12.[CH3:1][O:2][C:3]1[CH:4]=[CH:5][CH:6]=[CH:7][C:8]=1[O:9][CH2:10][CH2:11][NH2:12], predict the reactants needed to synthesize it. The reactants are: [CH3:1][O:2][C:3]1[CH:4]=[CH:5][CH:6]=[CH:7][C:8]=1[O:9][CH2:10][CH2:11][NH:12][CH2:13][CH:14]([OH:30])[CH2:15][O:16][C:17]1[CH:18]=[CH:19][CH:20]=[C:21]2[NH:29][C:28]3[CH:27]=[CH:26][CH:25]=[CH:24][C:23]=3[C:22]=12. (7) Given the product [Cl:1][C:2]1[CH:3]=[CH:4][C:5]([O:20][CH2:21][C:22]2[CH:27]=[CH:26][C:25]([Cl:28])=[CH:24][C:23]=2[F:29])=[C:6]([CH:19]=1)[CH2:7][N:8]1[C:12]2=[N:13][CH:14]=[CH:15][C:16]([I:17])=[C:11]2[CH2:10][CH2:9]1, predict the reactants needed to synthesize it. The reactants are: [Cl:1][C:2]1[CH:3]=[CH:4][C:5]([O:20][CH2:21][C:22]2[CH:27]=[CH:26][C:25]([Cl:28])=[CH:24][C:23]=2[F:29])=[C:6]([CH:19]=1)[CH2:7][NH:8][CH2:9][CH2:10][C:11]1[C:12](F)=[N:13][CH:14]=[CH:15][C:16]=1[I:17].C([O-])([O-])=O.[K+].[K+].